Dataset: Full USPTO retrosynthesis dataset with 1.9M reactions from patents (1976-2016). Task: Predict the reactants needed to synthesize the given product. (1) Given the product [C:1]([O:5][C:6](=[O:15])[NH:7][CH2:8][CH:9]1[CH2:10][CH2:11][CH2:12][S:25]1)([CH3:4])([CH3:3])[CH3:2], predict the reactants needed to synthesize it. The reactants are: [C:1]([O:5][C:6](=[O:15])[NH:7][CH2:8][CH:9](Cl)[CH2:10][CH2:11][CH2:12]Cl)([CH3:4])([CH3:3])[CH3:2].O.O.O.O.O.O.O.O.O.[S-2:25].[Na+].[Na+]. (2) Given the product [C:1]([O:5][C:6](=[O:19])[NH:7][CH2:8][C@@H:9]1[CH2:11][C@H:10]1[C:12]1[CH:17]=[CH:16][CH:15]=[CH:14][C:13]=1[C:25]1[CH:26]=[CH:27][C:22]([C:21]([F:32])([F:31])[F:20])=[CH:23][CH:24]=1)([CH3:4])([CH3:3])[CH3:2], predict the reactants needed to synthesize it. The reactants are: [C:1]([O:5][C:6](=[O:19])[NH:7][CH2:8][C@@H:9]1[CH2:11][C@H:10]1[C:12]1[CH:17]=[CH:16][CH:15]=[CH:14][C:13]=1Br)([CH3:4])([CH3:3])[CH3:2].[F:20][C:21]([F:32])([F:31])[C:22]1[CH:27]=[CH:26][C:25](B(O)O)=[CH:24][CH:23]=1.C([O-])([O-])=O.[K+].[K+]. (3) Given the product [F:1][C:2]1[CH:36]=[CH:35][C:5]([CH2:6][C:7]2[CH:16]=[C:15]3[C:10]([C:11]([OH:34])=[C:12]([C:29]([NH:37][CH2:38][C:39]4[CH:40]=[N:41][CH:42]=[CH:43][CH:44]=4)=[O:30])[C:13](=[O:28])[N:14]3[CH2:17][C:18]3[CH:23]=[CH:22][C:21]([S:24]([CH3:27])(=[O:25])=[O:26])=[CH:20][CH:19]=3)=[N:9][CH:8]=2)=[CH:4][CH:3]=1, predict the reactants needed to synthesize it. The reactants are: [F:1][C:2]1[CH:36]=[CH:35][C:5]([CH2:6][C:7]2[CH:16]=[C:15]3[C:10]([C:11]([OH:34])=[C:12]([C:29](OCC)=[O:30])[C:13](=[O:28])[N:14]3[CH2:17][C:18]3[CH:23]=[CH:22][C:21]([S:24]([CH3:27])(=[O:26])=[O:25])=[CH:20][CH:19]=3)=[N:9][CH:8]=2)=[CH:4][CH:3]=1.[NH2:37][CH2:38][C:39]1[CH:40]=[N:41][CH:42]=[CH:43][CH:44]=1. (4) Given the product [F:10][C:11]1[CH:12]=[C:13]([C:2]2[N:3]=[CH:4][CH:5]=[CH:6][C:7]=2[C:8]#[N:9])[CH:14]=[CH:15][C:16]=1[F:17], predict the reactants needed to synthesize it. The reactants are: Cl[C:2]1[C:7]([C:8]#[N:9])=[CH:6][CH:5]=[CH:4][N:3]=1.[F:10][C:11]1[CH:12]=[C:13](B(O)O)[CH:14]=[CH:15][C:16]=1[F:17]. (5) Given the product [C:30]([O:21][C:15]1[CH:16]=[CH:17][C:18]([CH3:20])=[CH:19][C:14]=1[C@@H:7]([C:8]1[CH:13]=[CH:12][CH:11]=[CH:10][CH:9]=1)[CH2:6][CH2:5][N:4]([CH:1]([CH3:3])[CH3:2])[CH:22]([CH3:24])[CH3:23])(=[O:34])[CH2:31][CH2:32][CH3:33], predict the reactants needed to synthesize it. The reactants are: [CH:1]([N:4]([CH:22]([CH3:24])[CH3:23])[CH2:5][CH2:6][C@@H:7]([C:14]1[CH:19]=[C:18]([CH3:20])[CH:17]=[CH:16][C:15]=1[OH:21])[C:8]1[CH:13]=[CH:12][CH:11]=[CH:10][CH:9]=1)([CH3:3])[CH3:2].CCOCC.[C:30](Cl)(=[O:34])[CH2:31][CH2:32][CH3:33].